From a dataset of Retrosynthesis with 50K atom-mapped reactions and 10 reaction types from USPTO. Predict the reactants needed to synthesize the given product. Given the product COc1cc(CC(=O)O)ccc1NC(=O)Nc1ccccc1, predict the reactants needed to synthesize it. The reactants are: COc1cc(CC(=O)OC(C)(C)C)ccc1NC(=O)Nc1ccccc1.